This data is from Forward reaction prediction with 1.9M reactions from USPTO patents (1976-2016). The task is: Predict the product of the given reaction. (1) Given the reactants [CH3:1][O:2][C:3]1[CH:4]=[C:5]([CH2:11][CH:12]([NH:14][CH:15]=O)[CH3:13])[CH:6]=[CH:7][C:8]=1[O:9][CH3:10].O=P(Cl)(Cl)Cl.O.N, predict the reaction product. The product is: [CH3:1][O:2][C:3]1[CH:4]=[C:5]2[C:6](=[CH:7][C:8]=1[O:9][CH3:10])[CH:15]=[N:14][CH:12]([CH3:13])[CH2:11]2. (2) Given the reactants [OH:1][C:2]1[C:6]([CH3:8])([CH3:7])[NH:5][C:4](=[O:9])[C:3]=1[C:10]1[CH:15]=[CH:14][C:13]([O:16][CH2:17][C:18]2[CH:27]=[CH:26][C:25]3[C:20](=[CH:21][CH:22]=[CH:23][CH:24]=3)[N:19]=2)=[CH:12][CH:11]=1.[S:28](O[S:28]([C:31]([F:34])([F:33])[F:32])(=[O:30])=[O:29])([C:31]([F:34])([F:33])[F:32])(=[O:30])=[O:29], predict the reaction product. The product is: [F:32][C:31]([F:34])([F:33])[S:28]([O:1][C:2]1[C:6]([CH3:8])([CH3:7])[NH:5][C:4](=[O:9])[C:3]=1[C:10]1[CH:11]=[CH:12][C:13]([O:16][CH2:17][C:18]2[CH:27]=[CH:26][C:25]3[C:20](=[CH:21][CH:22]=[CH:23][CH:24]=3)[N:19]=2)=[CH:14][CH:15]=1)(=[O:30])=[O:29]. (3) Given the reactants C([O-])([O-])=O.[Na+].[Na+].Br[C:8]1[CH:9]=[N:10][N:11]([CH:13]([CH3:15])[CH3:14])[CH:12]=1.[OH:16][C:17]([CH3:50])([CH3:49])[CH2:18][C@@:19]1([C:43]2[CH:48]=[CH:47][CH:46]=[CH:45][CH:44]=2)[O:24][C:23](=[O:25])[N:22]([C@H:26]([C:28]2[CH:33]=[CH:32][C:31](B3OC(C)(C)C(C)(C)O3)=[CH:30][CH:29]=2)[CH3:27])[CH2:21][CH2:20]1, predict the reaction product. The product is: [OH:16][C:17]([CH3:49])([CH3:50])[CH2:18][C@@:19]1([C:43]2[CH:48]=[CH:47][CH:46]=[CH:45][CH:44]=2)[O:24][C:23](=[O:25])[N:22]([C@H:26]([C:28]2[CH:29]=[CH:30][C:31]([C:8]3[CH:9]=[N:10][N:11]([CH:13]([CH3:15])[CH3:14])[CH:12]=3)=[CH:32][CH:33]=2)[CH3:27])[CH2:21][CH2:20]1.